From a dataset of Full USPTO retrosynthesis dataset with 1.9M reactions from patents (1976-2016). Predict the reactants needed to synthesize the given product. (1) The reactants are: [O-]CC.[K+:4].[C:5]([O:12][CH2:13][CH3:14])(=[O:11])[C:6]([O:8]CC)=O.[CH2:15]([N:22]([CH2:33][C:34]1[CH:39]=[CH:38][CH:37]=[CH:36][CH:35]=1)[C:23]1[CH:28]=[C:27]([CH3:29])[C:26]([N+:30]([O-:32])=[O:31])=[CH:25][N:24]=1)[C:16]1[CH:21]=[CH:20][CH:19]=[CH:18][CH:17]=1. Given the product [CH2:33]([N:22]([CH2:15][C:16]1[CH:21]=[CH:20][CH:19]=[CH:18][CH:17]=1)[C:23]1[CH:28]=[C:27](/[CH:29]=[C:6](\[O-:8])/[C:5]([O:12][CH2:13][CH3:14])=[O:11])[C:26]([N+:30]([O-:32])=[O:31])=[CH:25][N:24]=1)[C:34]1[CH:35]=[CH:36][CH:37]=[CH:38][CH:39]=1.[K+:4], predict the reactants needed to synthesize it. (2) The reactants are: C(=O)([O-])[O-].[K+].[K+].[Cl:7][C:8]1[C:9]2[C:16]([I:17])=[CH:15][NH:14][C:10]=2[N:11]=[CH:12][N:13]=1.Br[CH2:19][CH:20]([O:23][Si:24]([C:27]([CH3:30])([CH3:29])[CH3:28])([CH3:26])[CH3:25])[CH:21]=[CH2:22].O. Given the product [Si:24]([O:23][CH:20]([CH:21]=[CH2:22])[CH2:19][N:14]1[C:10]2[N:11]=[CH:12][N:13]=[C:8]([Cl:7])[C:9]=2[C:16]([I:17])=[CH:15]1)([C:27]([CH3:28])([CH3:29])[CH3:30])([CH3:25])[CH3:26], predict the reactants needed to synthesize it. (3) Given the product [F:49][C:46]1[CH:47]=[CH:48][C:39]([CH2:38][NH:37][C:19]([C:3]2[C:2]([OH:1])=[C:6]3[C:7](=[O:18])[N:8]([CH3:17])[CH2:9][C@H:10]([C:11]4[CH:12]=[CH:13][CH:14]=[CH:15][CH:16]=4)[N:5]3[N:4]=2)=[O:21])=[C:40]([CH:45]=1)[C:41]([O:43][CH3:44])=[O:42], predict the reactants needed to synthesize it. The reactants are: [OH:1][C:2]1[C:3]([C:19]([OH:21])=O)=[N:4][N:5]2[C@@H:10]([C:11]3[CH:16]=[CH:15][CH:14]=[CH:13][CH:12]=3)[CH2:9][N:8]([CH3:17])[C:7](=[O:18])[C:6]=12.C1C=NC2N(O)N=NC=2C=1.C(Cl)CCl.Cl.[NH2:37][CH2:38][C:39]1[CH:48]=[CH:47][C:46]([F:49])=[CH:45][C:40]=1[C:41]([O:43][CH3:44])=[O:42].C(N(CC)CC)C.